From a dataset of Catalyst prediction with 721,799 reactions and 888 catalyst types from USPTO. Predict which catalyst facilitates the given reaction. (1) Reactant: [CH3:1][C:2]1[N:3]=[C:4]([N:17]2[CH2:22][CH2:21][CH2:20][CH2:19][CH2:18]2)[NH:5][C:6](=O)[C:7]=1[CH:8]([CH2:13][CH2:14][CH3:15])[C:9]([O:11][CH3:12])=[O:10].P(Cl)(Cl)([Cl:25])=O.CN(C)C1C=CC=CC=1. Product: [Cl:25][C:6]1[C:7]([CH:8]([CH2:13][CH2:14][CH3:15])[C:9]([O:11][CH3:12])=[O:10])=[C:2]([CH3:1])[N:3]=[C:4]([N:17]2[CH2:22][CH2:21][CH2:20][CH2:19][CH2:18]2)[N:5]=1. The catalyst class is: 11. (2) The catalyst class is: 9. Reactant: [Br:1][C:2]1[CH:3]=[C:4]([CH:8]=[CH:9][CH:10]=1)[C:5]([OH:7])=O.Cl.Cl.[N:13]12[CH2:21][CH2:20][CH:17]([CH2:18][CH2:19]1)[NH:16][CH2:15][CH2:14]2.O.ON1C2C=CC=CC=2N=N1.F[B-](F)(F)F.N1(OC(N(C)C)=[N+](C)C)C2C=CC=CC=2N=N1.C(N(C(C)C)CC)(C)C.[OH-].[Na+]. Product: [Br:1][C:2]1[CH:3]=[C:4]([C:5]([N:16]2[CH:17]3[CH2:20][CH2:21][N:13]([CH2:19][CH2:18]3)[CH2:14][CH2:15]2)=[O:7])[CH:8]=[CH:9][CH:10]=1. (3) Reactant: [OH:1][C:2]1C=C[C:5]([C:6](O)=O)=[CH:4][CH:3]=1.[C:11]1(O)[C:12](=[CH:14][C:15](=[CH:17][CH:18]=1)[OH:16])[CH3:13].O.C1(C)C=CC(S(O)(=O)=O)=CC=1.CC1C=CC=CC=1C. Product: [CH:5]1[CH:6]=[C:13]([C:12]2[CH:11]=[CH:18][CH:17]=[C:15]([OH:16])[CH:14]=2)[C:2]([OH:1])=[CH:3][CH:4]=1. The catalyst class is: 802. (4) Reactant: C(N)CC.[N+:5]([C:8]1[CH:13]=[C:12]([N+:14]([O-:16])=[O:15])[CH:11]=[CH:10][C:9]=1[CH:17](C(=O)C)[C:18]([O:20][CH2:21][CH3:22])=[O:19])([O-:7])=[O:6]. Product: [N+:5]([C:8]1[CH:13]=[C:12]([N+:14]([O-:16])=[O:15])[CH:11]=[CH:10][C:9]=1[CH2:17][C:18]([O:20][CH2:21][CH3:22])=[O:19])([O-:7])=[O:6]. The catalyst class is: 22. (5) Reactant: [F:1][C:2]([C:5]1[CH:6]=[C:7]([CH:9]=[CH:10][CH:11]=1)[NH2:8])([F:4])[CH3:3].N1C=CC=CC=1.[C:18](Cl)(=[O:26])[O:19][C:20]1[CH:25]=[CH:24][CH:23]=[CH:22][CH:21]=1.O. Product: [F:1][C:2]([C:5]1[CH:6]=[C:7]([NH:8][C:18](=[O:26])[O:19][C:20]2[CH:25]=[CH:24][CH:23]=[CH:22][CH:21]=2)[CH:9]=[CH:10][CH:11]=1)([F:4])[CH3:3]. The catalyst class is: 76. (6) Reactant: [N:1]1([C:7]2[N:12]3[N:13]=[C:14]([NH2:16])[N:15]=[C:11]3[CH:10]=[CH:9][CH:8]=2)[CH2:6][CH2:5][CH2:4][CH2:3][CH2:2]1.Br[C:18]1[CH:23]=[CH:22][C:21]([N:24]2[CH:28]=[C:27]([CH3:29])[N:26]=[CH:25]2)=[C:20]([O:30][CH3:31])[CH:19]=1.C(Cl)Cl. Product: [N:1]1([C:7]2[N:12]3[N:13]=[C:14]([NH:16][C:18]4[CH:23]=[CH:22][C:21]([N:24]5[CH:28]=[C:27]([CH3:29])[N:26]=[CH:25]5)=[C:20]([O:30][CH3:31])[CH:19]=4)[N:15]=[C:11]3[CH:10]=[CH:9][CH:8]=2)[CH2:6][CH2:5][CH2:4][CH2:3][CH2:2]1. The catalyst class is: 61. (7) Reactant: [O:1]1[CH2:6][CH2:5][C:4](=O)[CH2:3][CH2:2]1.[C:8]([CH:13]=P(C1C=CC=CC=1)(C1C=CC=CC=1)C1C=CC=CC=1)([O:10][CH2:11][CH3:12])=[O:9]. Product: [CH2:11]([O:10][C:8](=[O:9])[CH:13]=[C:4]1[CH2:5][CH2:6][O:1][CH2:2][CH2:3]1)[CH3:12]. The catalyst class is: 10. (8) Reactant: [CH2:1]([O:8][C:9]1[N:14]=[N:13][C:12]([CH2:15][CH2:16][C:17]2[CH:22]=[CH:21][C:20]([CH2:23][CH2:24]OS(C)(=O)=O)=[CH:19][CH:18]=2)=[CH:11][CH:10]=1)[C:2]1[CH:7]=[CH:6][CH:5]=[CH:4][CH:3]=1.[CH3:30][C:31]1([OH:37])[CH2:36][CH2:35][NH:34][CH2:33][CH2:32]1.[I-].[Na+].C(=O)([O-])[O-].[K+].[K+]. Product: [CH2:1]([O:8][C:9]1[N:14]=[N:13][C:12]([CH2:15][CH2:16][C:17]2[CH:22]=[CH:21][C:20]([CH2:23][CH2:24][N:34]3[CH2:35][CH2:36][C:31]([CH3:30])([OH:37])[CH2:32][CH2:33]3)=[CH:19][CH:18]=2)=[CH:11][CH:10]=1)[C:2]1[CH:3]=[CH:4][CH:5]=[CH:6][CH:7]=1. The catalyst class is: 10. (9) Reactant: C1C2C(=CC(C3SC(NC[CH:18]([OH:21])CC)=NN=3)=CC=2)C=CN=1.CN(C(ON1N=N[C:32]2[CH:33]=[CH:34][CH:35]=N[C:31]1=2)=[N+](C)C)C.[F:39][P-](F)(F)(F)(F)F.CC[N:48]([CH:52]([CH3:54])C)[CH:49]([CH3:51])C.[C:55]([O:59][C:60]([NH:62][C@@H:63]([CH2:70][C:71]1[CH:72]=[N:73][C:74]([C:77]([F:80])([F:79])[F:78])=[CH:75][CH:76]=1)[CH2:64][CH2:65][C:66]([NH:68][NH2:69])=[O:67])=[O:61])([CH3:58])([CH3:57])[CH3:56]. Product: [C:55]([O:59][C:60]([NH:62][C@@H:63]([CH2:70][C:71]1[CH:72]=[N:73][C:74]([C:77]([F:80])([F:78])[F:79])=[CH:75][CH:76]=1)[CH2:64][CH2:65][C:66]([NH:68][NH:69][C:18]([C:33]1[CH:34]=[C:35]2[C:51](=[CH:31][CH:32]=1)[CH:49]=[N:48][C:52]([F:39])=[CH:54]2)=[O:21])=[O:67])=[O:61])([CH3:58])([CH3:56])[CH3:57]. The catalyst class is: 3.